Dataset: Catalyst prediction with 721,799 reactions and 888 catalyst types from USPTO. Task: Predict which catalyst facilitates the given reaction. (1) Reactant: [OH-].[Na+].[Cl:3][C:4]1[CH:9]=[CH:8][C:7]([NH:10][C:11](=[O:13])[CH3:12])=[C:6]([F:14])[C:5]=1[CH:15]=O.[CH2:17]([O:19][C:20](=[O:30])[CH2:21]P(OCC)(OCC)=O)[CH3:18]. Product: [C:11]([NH:10][C:7]1[C:6]([F:14])=[C:5](/[CH:15]=[CH:21]/[C:20]([O:19][CH2:17][CH3:18])=[O:30])[C:4]([Cl:3])=[CH:9][CH:8]=1)(=[O:13])[CH3:12]. The catalyst class is: 11. (2) Reactant: [O:1]=[C:2]1[NH:10][C:5]2=[N:6][CH:7]=[CH:8][CH:9]=[C:4]2[N:3]1[CH:11]1[CH2:16][CH2:15][N:14](C(OC(C)(C)C)=O)[CH2:13][CH2:12]1.[ClH:24]. Product: [ClH:24].[ClH:24].[O:1]=[C:2]1[NH:10][C:5]2=[N:6][CH:7]=[CH:8][CH:9]=[C:4]2[N:3]1[CH:11]1[CH2:16][CH2:15][NH:14][CH2:13][CH2:12]1. The catalyst class is: 275. (3) Reactant: [Cl:1][C:2]1[CH:3]=[C:4]([C:25]2[C:26]([CH3:40])=[CH:27][C:28]([O:31][CH2:32][C:33]3([C:37]([OH:39])=[O:38])[CH2:36][CH2:35][CH2:34]3)=[N:29][CH:30]=2)[CH:5]=[CH:6][C:7]=1[C:8]1[N:9](COCC[Si](C)(C)C)[CH:10]=[C:11]([C:13]([F:16])([F:15])[F:14])[N:12]=1. Product: [Cl:1][C:2]1[CH:3]=[C:4]([C:25]2[C:26]([CH3:40])=[CH:27][C:28]([O:31][CH2:32][C:33]3([C:37]([OH:39])=[O:38])[CH2:36][CH2:35][CH2:34]3)=[N:29][CH:30]=2)[CH:5]=[CH:6][C:7]=1[C:8]1[NH:12][C:11]([C:13]([F:14])([F:16])[F:15])=[CH:10][N:9]=1. The catalyst class is: 574.